Dataset: Full USPTO retrosynthesis dataset with 1.9M reactions from patents (1976-2016). Task: Predict the reactants needed to synthesize the given product. (1) Given the product [Cl:1][C:2]1[C:3]([N:8]2[C:12]([C:24]([OH:26])=[O:25])=[CH:11][C:10]([N+:13]([O-:15])=[O:14])=[N:9]2)=[N:4][CH:5]=[CH:6][CH:7]=1, predict the reactants needed to synthesize it. The reactants are: [Cl:1][C:2]1[C:3]([N:8]2[CH:12]=[CH:11][C:10]([N+:13]([O-:15])=[O:14])=[N:9]2)=[N:4][CH:5]=[CH:6][CH:7]=1.C([N-]C(C)C)(C)C.[Li+].[C:24](=[O:26])=[O:25].[OH-].[Na+]. (2) Given the product [F:45][C:39]1[CH:40]=[CH:41][CH:42]=[C:43]([F:44])[C:38]=1[C:36]1[S:37][C:33]([NH:32][C:30](=[O:31])[O:29][C:25]([CH3:27])([CH3:26])[CH3:28])=[C:34]([C:46](=[O:47])[NH:22][C:6]2[CH:5]=[N:4][N:3]([CH2:1][CH3:2])[C:7]=2[N:8]2[CH2:14][CH2:13][CH2:12][CH:11]([NH:15][C:16](=[O:21])[C:17]([F:20])([F:19])[F:18])[CH2:10][CH2:9]2)[N:35]=1, predict the reactants needed to synthesize it. The reactants are: [CH2:1]([N:3]1[C:7]([N:8]2[CH2:14][CH2:13][CH2:12][CH:11]([NH:15][C:16](=[O:21])[C:17]([F:20])([F:19])[F:18])[CH2:10][CH2:9]2)=[C:6]([N+:22]([O-])=O)[CH:5]=[N:4]1)[CH3:2].[C:25]([O:29][C:30]([NH:32][C:33]1[S:37][C:36]([C:38]2[C:43]([F:44])=[CH:42][CH:41]=[CH:40][C:39]=2[F:45])=[N:35][C:34]=1[C:46](O)=[O:47])=[O:31])([CH3:28])([CH3:27])[CH3:26].CN(C(ON1N=NC2C=CC=NC1=2)=[N+](C)C)C.F[P-](F)(F)(F)(F)F.CCN(C(C)C)C(C)C. (3) The reactants are: [C:1]1([S:7]([N:10]2[C:14]3[N:15]=[CH:16][N:17]=[C:18](Cl)[C:13]=3[C:12]([Br:20])=[CH:11]2)(=[O:9])=[O:8])[CH:6]=[CH:5][CH:4]=[CH:3][CH:2]=1.[NH:21]1[CH2:26][CH2:25][CH2:24][CH2:23][CH2:22]1. Given the product [C:1]1([S:7]([N:10]2[C:14]3[N:15]=[CH:16][N:17]=[C:18]([N:21]4[CH2:26][CH2:25][CH2:24][CH2:23][CH2:22]4)[C:13]=3[C:12]([Br:20])=[CH:11]2)(=[O:9])=[O:8])[CH:6]=[CH:5][CH:4]=[CH:3][CH:2]=1, predict the reactants needed to synthesize it. (4) Given the product [C:23]([C:22]1[CH:25]=[C:26]([C:2]2[CH:16]=[C:15]([CH:17]=[O:18])[CH:14]=[CH:13][C:3]=2[O:4][CH2:5][C:6]([O:8][C:9]([CH3:12])([CH3:11])[CH3:10])=[O:7])[CH:27]=[C:20]([F:19])[CH:21]=1)#[N:24], predict the reactants needed to synthesize it. The reactants are: Br[C:2]1[CH:16]=[C:15]([CH:17]=[O:18])[CH:14]=[CH:13][C:3]=1[O:4][CH2:5][C:6]([O:8][C:9]([CH3:12])([CH3:11])[CH3:10])=[O:7].[F:19][C:20]1[CH:21]=[C:22]([CH:25]=[C:26](B2OC(C)(C)C(C)(C)O2)[CH:27]=1)[C:23]#[N:24].C([O-])([O-])=O.[Na+].[Na+]. (5) Given the product [C:1]1([CH2:7][O:8][C:9]([NH:11][C@@H:12]([C:14]([N:22]([CH3:23])[CH2:21][C:20]([O:19][CH3:18])=[O:24])=[O:16])[CH3:13])=[O:10])[CH:2]=[CH:3][CH:4]=[CH:5][CH:6]=1, predict the reactants needed to synthesize it. The reactants are: [C:1]1([CH2:7][O:8][C:9]([NH:11][C@@H:12]([C:14]([OH:16])=O)[CH3:13])=[O:10])[CH:6]=[CH:5][CH:4]=[CH:3][CH:2]=1.Cl.[CH3:18][O:19][C:20](=[O:24])[CH2:21][NH:22][CH3:23].ON1C2C=CC=CC=2N=N1.CN1CCOCC1.C(Cl)CCl.